From a dataset of Reaction yield outcomes from USPTO patents with 853,638 reactions. Predict the reaction yield, written as a fraction of the theoretical maximum amount of product (1.0 means a 100% yield; for example, 0.34 means a 34% yield). (1) The reactants are [N:1]1[C:5]2[CH:6]=[CH:7][CH:8]=[CH:9][C:4]=2[NH:3][C:2]=1[C:10]([F:24])([F:23])[C:11]([C:14]1[NH:15][C:16]2[CH:22]=[CH:21][CH:20]=[CH:19][C:17]=2[N:18]=1)([F:13])[F:12].[H-].[Na+].CO[C:29]1[CH:34]=CC2N=C(C(O)C(O)C3N[C:30]4[CH:31]=C(OC)C=[CH:34][C:29]=4N=3)N[C:31]=2[CH:30]=1.I[CH2:54][CH2:55][CH2:56][CH3:57]. The catalyst is C1CCCCC1.O.CS(C)=O. The product is [CH2:34]([N:1]1[C:5]2[CH:6]=[CH:7][CH:8]=[CH:9][C:4]=2[N:3]=[C:2]1[C:10]([F:24])([F:23])[C:11]([C:14]1[N:18]([CH2:54][CH2:55][CH2:56][CH3:57])[C:17]2[CH:19]=[CH:20][CH:21]=[CH:22][C:16]=2[N:15]=1)([F:13])[F:12])[CH2:29][CH2:30][CH3:31]. The yield is 0.880. (2) The reactants are [CH3:1][NH:2][CH3:3].[C:4]([N:11]1[CH2:14][C:13](=O)[CH2:12]1)([O:6][C:7]([CH3:10])([CH3:9])[CH3:8])=[O:5]. The catalyst is O1CCCC1.C(O)(=O)C.CO.[C].[Pd]. The product is [CH3:1][N:2]([CH3:3])[CH:13]1[CH2:14][N:11]([C:4]([O:6][C:7]([CH3:10])([CH3:9])[CH3:8])=[O:5])[CH2:12]1. The yield is 1.01. (3) The reactants are [Cl:1][C:2]1[CH:15]=[CH:14][C:5]([CH2:6][S:7]([CH2:10][C:11](O)=O)(=[O:9])=[O:8])=[CH:4][CH:3]=1.[Cl:16][C:17]1[CH:24]=[CH:23][C:20](C=O)=[CH:19][CH:18]=1. No catalyst specified. The product is [Cl:1][C:2]1[CH:15]=[CH:14][C:5]([CH2:6][S:7](/[CH:10]=[CH:11]/[C:20]2[CH:23]=[CH:24][C:17]([Cl:16])=[CH:18][CH:19]=2)(=[O:9])=[O:8])=[CH:4][CH:3]=1. The yield is 0.800. (4) The reactants are [Cl:1][C:2]1[CH:7]=[CH:6][C:5]([N+:8]([O-:10])=[O:9])=[CH:4][C:3]=1[C:11]1[NH:15][C:14]2[CH:16]=[CH:17][C:18]([C:20]#[N:21])=[CH:19][C:13]=2[N:12]=1.C(N(CC)CC)C.Cl.[NH2:30][OH:31]. The catalyst is C(O)C.O. The product is [Cl:1][C:2]1[CH:7]=[CH:6][C:5]([N+:8]([O-:10])=[O:9])=[CH:4][C:3]=1[C:11]1[NH:15][C:14]2[CH:16]=[CH:17][C:18]([C:20]([NH:30][OH:31])=[NH:21])=[CH:19][C:13]=2[N:12]=1. The yield is 0.820.